This data is from Full USPTO retrosynthesis dataset with 1.9M reactions from patents (1976-2016). The task is: Predict the reactants needed to synthesize the given product. Given the product [C:13]([O:12][C:10](=[O:11])[NH:1][CH:2]([C:7]([N:79]1[CH2:80][CH2:81][CH:62]2[N:61]([C:59](=[O:60])[CH2:58][NH:57][C:56]([O:55][CH2:48][C:49]3[CH:54]=[CH:53][CH:52]=[CH:51][CH:50]=3)=[O:82])[CH2:65][CH:64]([C:66](=[O:78])[NH:67][C:68]3[C:77]4[C:72](=[CH:73][CH:74]=[CH:75][CH:76]=4)[CH:71]=[CH:70][CH:69]=3)[CH:63]12)=[O:9])[C:3]([CH3:4])([CH3:5])[CH3:6])([CH3:16])([CH3:15])[CH3:14], predict the reactants needed to synthesize it. The reactants are: [NH:1]([C:10]([O:12][C:13]([CH3:16])([CH3:15])[CH3:14])=[O:11])[C@H:2]([C:7]([OH:9])=O)[C:3]([CH3:6])([CH3:5])[CH3:4].CN(C(ON1N=NC2C=CC=NC1=2)=[N+](C)C)C.F[P-](F)(F)(F)(F)F.CN1CCOCC1.[CH2:48]([O:55][C:56](=[O:82])[NH:57][CH2:58][C:59]([N:61]1[CH2:65][CH:64]([C:66](=[O:78])[NH:67][C:68]2[C:77]3[C:72](=[CH:73][CH:74]=[CH:75][CH:76]=3)[CH:71]=[CH:70][CH:69]=2)[CH:63]2[NH:79][CH2:80][CH2:81][CH:62]12)=[O:60])[C:49]1[CH:54]=[CH:53][CH:52]=[CH:51][CH:50]=1.